Task: Predict the reaction yield, written as a fraction of the theoretical maximum amount of product (1.0 means a 100% yield; for example, 0.34 means a 34% yield).. Dataset: Reaction yield outcomes from USPTO patents with 853,638 reactions The reactants are [O:1]=[C:2]1[NH:6][CH2:5][CH2:4][N:3]1[C:7]1[CH:8]=[C:9]([CH:13]=[CH:14][N:15]=1)[C:10]([O-:12])=[O:11].[H-].[Na+].Br[C:19]([F:30])([F:29])[C:20]1[CH:25]=[CH:24][C:23]([CH:26]([F:28])[F:27])=[CH:22][CH:21]=1.[CH3:31]N(C)C=O. No catalyst specified. The product is [F:29][CH:19]([F:30])[C:20]1[CH:25]=[CH:24][C:23]([C:26]([F:28])([F:27])[N:6]2[CH2:5][CH2:4][N:3]([C:7]3[CH:8]=[C:9]([CH:13]=[CH:14][N:15]=3)[C:10]([O:12][CH3:31])=[O:11])[C:2]2=[O:1])=[CH:22][CH:21]=1. The yield is 0.130.